This data is from Catalyst prediction with 721,799 reactions and 888 catalyst types from USPTO. The task is: Predict which catalyst facilitates the given reaction. (1) Reactant: Cl.[Cl:2][C:3]1[CH:4]=[C:5]2[C:9](=[CH:10][CH:11]=1)[NH:8][CH:7]=[C:6]2[CH2:12][CH2:13][NH2:14].CN(C(ON1N=NC2C=CC=NC1=2)=[N+](C)C)C.F[P-](F)(F)(F)(F)F.Cl.[CH2:40]([N:47]1[CH2:51][CH2:50][C@H:49]([C:52](O)=[O:53])[CH2:48]1)[C:41]1[CH:46]=[CH:45][CH:44]=[CH:43][CH:42]=1.C(N(CC)C(C)C)(C)C. Product: [CH2:40]([N:47]1[CH2:51][CH2:50][C@H:49]([C:52]([NH:14][CH2:13][CH2:12][C:6]2[C:5]3[C:9](=[CH:10][CH:11]=[C:3]([Cl:2])[CH:4]=3)[NH:8][CH:7]=2)=[O:53])[CH2:48]1)[C:41]1[CH:46]=[CH:45][CH:44]=[CH:43][CH:42]=1. The catalyst class is: 3. (2) Reactant: [Na:1].[CH2:2]1[O:4][CH2:3]1.[C:5]([OH:10])(=[O:9])[C:6]([CH3:8])=[CH2:7].[CH2:11]=[CH:12][C:13]1[CH:18]=[CH:17][CH:16]=[CH:15][CH:14]=1.[C:19]([OH:24])(=[O:23])[C:20]([CH3:22])=[CH2:21].S(OOS([O-])(=O)=O)([O-])(=O)=O.[NH4+].[NH4+]. Product: [CH:11]([CH2:7][C:6](=[CH2:8])[C:5]([OH:10])=[O:9])=[CH:12][C:13]1[CH:18]=[CH:17][CH:16]=[CH:15][CH:14]=1.[C:19]([O:24][CH2:16][CH2:17][CH2:18][CH3:13])(=[O:23])[CH:20]=[CH2:21].[Na:1].[CH2:3]1[O:4][CH2:2]1.[C:19]([OH:24])(=[O:23])[C:20]([CH3:22])=[CH2:21]. The catalyst class is: 6. (3) Reactant: [N-:1]=[N+:2]=[N-:3].[Na+].Cl[CH2:6][C:7]1[CH:8]=[CH:9][C:10]([CH3:13])=[N:11][CH:12]=1.C(=O)([O-])O.[Na+].C(OCC)(=O)C. Product: [CH3:13][C:10]1[N:11]=[CH:12][C:7]([CH2:6][N:1]=[N+:2]=[N-:3])=[CH:8][CH:9]=1. The catalyst class is: 9. (4) Reactant: [OH:1][N:2]=C(OCC)C.C(N(CC)CC)C.[C:15]1([CH3:27])[CH:20]=[C:19]([CH3:21])[CH:18]=[C:17]([CH3:22])[C:16]=1[S:23](Cl)(=[O:25])=[O:24].Cl(O)(=O)(=O)=O. Product: [C:15]1([CH3:27])[CH:20]=[C:19]([CH3:21])[CH:18]=[C:17]([CH3:22])[C:16]=1[S:23]([O:1][NH2:2])(=[O:25])=[O:24]. The catalyst class is: 18. (5) Reactant: [N:1]1([C:7]2[N:15]=[C:14]([C:16]3[CH:17]=[C:18]([CH2:22][OH:23])[CH:19]=[CH:20][CH:21]=3)[N:13]=[C:12]3[C:8]=2[N:9]=[CH:10][N:11]3[CH:24]2[CH2:29][CH2:28][NH:27][CH2:26][CH2:25]2)[CH2:6][CH2:5][O:4][CH2:3][CH2:2]1.[BH3-]C#N.[Na+].[F:34][C:35]1[CH:42]=[C:41]([F:43])[CH:40]=[C:39]([F:44])[C:36]=1[CH:37]=O. Product: [N:1]1([C:7]2[N:15]=[C:14]([C:16]3[CH:17]=[C:18]([CH2:22][OH:23])[CH:19]=[CH:20][CH:21]=3)[N:13]=[C:12]3[C:8]=2[N:9]=[CH:10][N:11]3[CH:24]2[CH2:29][CH2:28][N:27]([CH2:37][C:36]3[C:35]([F:34])=[CH:42][C:41]([F:43])=[CH:40][C:39]=3[F:44])[CH2:26][CH2:25]2)[CH2:6][CH2:5][O:4][CH2:3][CH2:2]1. The catalyst class is: 466.